Dataset: Reaction yield outcomes from USPTO patents with 853,638 reactions. Task: Predict the reaction yield, written as a fraction of the theoretical maximum amount of product (1.0 means a 100% yield; for example, 0.34 means a 34% yield). (1) The reactants are [Cl:1][C:2]1[CH:3]=[C:4]([N:8]=[C:9]([C:12]2[CH:16]=[N:15][O:14][N:13]=2)SC)[CH:5]=[CH:6][CH:7]=1.[NH2:17][OH:18].O. The catalyst is C(O)C. The product is [Cl:1][C:2]1[CH:3]=[C:4]([NH:8][C:9]([C:12]2[CH:16]=[N:15][O:14][N:13]=2)=[N:17][OH:18])[CH:5]=[CH:6][CH:7]=1. The yield is 0.220. (2) The reactants are [C:1]([O:5][C@@H:6]([C:12]1[C:13]([CH3:30])=[N:14][C:15]2[N:16]([N:24]=[C:25]([C:27](O)=[O:28])[CH:26]=2)[C:17]=1/[CH:18]=[CH:19]/[CH2:20][CH:21]([CH3:23])[CH3:22])[C:7]([O:9]CC)=[O:8])([CH3:4])([CH3:3])[CH3:2].[CH3:31][C:32]([CH3:37])([CH3:36])[CH2:33][CH2:34][NH2:35].CCN(C(C)C)C(C)C.CN(C(ON1N=NC2C=CC=NC1=2)=[N+](C)C)C.F[P-](F)(F)(F)(F)F.[OH-].[Na+]. The catalyst is CN(C=O)C.CN(C1C=CN=CC=1)C.CO.O. The product is [C:1]([O:5][C@@H:6]([C:12]1[C:13]([CH3:30])=[N:14][C:15]2[N:16]([N:24]=[C:25]([C:27](=[O:28])[NH:35][CH2:34][CH2:33][C:32]([CH3:37])([CH3:36])[CH3:31])[CH:26]=2)[C:17]=1/[CH:18]=[CH:19]/[CH2:20][CH:21]([CH3:23])[CH3:22])[C:7]([OH:9])=[O:8])([CH3:2])([CH3:3])[CH3:4]. The yield is 0.103.